Dataset: Full USPTO retrosynthesis dataset with 1.9M reactions from patents (1976-2016). Task: Predict the reactants needed to synthesize the given product. Given the product [CH2:1]([C@H:8]1[CH2:12][O:11][C:10](=[O:13])[N:9]1[C:14](=[O:21])[CH2:15][C:16]1[CH:20]=[CH:19][S:22][CH:23]=1)[C:2]1[CH:3]=[CH:4][CH:5]=[CH:6][CH:7]=1, predict the reactants needed to synthesize it. The reactants are: [CH2:1]([C@H:8]1[CH2:12][O:11][C:10](=[O:13])[N:9]1[C:14](=[O:21])[CH2:15][C:16]1SC=[CH:19][CH:20]=1)[C:2]1[CH:7]=[CH:6][CH:5]=[CH:4][CH:3]=1.[S:22]1C=CC(CC(Cl)=O)=[CH:23]1.C([C@H]1COC(=O)N1)C1C=CC=CC=1.